Dataset: Forward reaction prediction with 1.9M reactions from USPTO patents (1976-2016). Task: Predict the product of the given reaction. Given the reactants Cl.[F:2][C:3]1[CH:8]=[CH:7][CH:6]=[CH:5][C:4]=1[N:9]1[CH2:14][CH2:13][N:12]([CH2:15][C:16]([OH:18])=O)[CH2:11][CH2:10]1.[NH2:19][C@@H:20]([CH2:38][O:39][CH2:40][C:41]1[CH:46]=[CH:45][CH:44]=[CH:43][CH:42]=1)[C:21]([NH:23][C:24]1[CH:29]=[CH:28][C:27]([O:30][C:31]2[CH:36]=[CH:35][C:34]([F:37])=[CH:33][CH:32]=2)=[CH:26][CH:25]=1)=[O:22], predict the reaction product. The product is: [CH2:40]([O:39][CH2:38][C@H:20]([NH:19][C:16](=[O:18])[CH2:15][N:12]1[CH2:11][CH2:10][N:9]([C:4]2[CH:5]=[CH:6][CH:7]=[CH:8][C:3]=2[F:2])[CH2:14][CH2:13]1)[C:21]([NH:23][C:24]1[CH:29]=[CH:28][C:27]([O:30][C:31]2[CH:36]=[CH:35][C:34]([F:37])=[CH:33][CH:32]=2)=[CH:26][CH:25]=1)=[O:22])[C:41]1[CH:46]=[CH:45][CH:44]=[CH:43][CH:42]=1.